This data is from NCI-60 drug combinations with 297,098 pairs across 59 cell lines. The task is: Regression. Given two drug SMILES strings and cell line genomic features, predict the synergy score measuring deviation from expected non-interaction effect. (1) Drug 1: CC(C)CN1C=NC2=C1C3=CC=CC=C3N=C2N. Drug 2: C(CCl)NC(=O)N(CCCl)N=O. Cell line: K-562. Synergy scores: CSS=17.2, Synergy_ZIP=-10.9, Synergy_Bliss=-13.0, Synergy_Loewe=-6.60, Synergy_HSA=-6.50. (2) Drug 1: C1CC(=O)NC(=O)C1N2CC3=C(C2=O)C=CC=C3N. Drug 2: CCCCC(=O)OCC(=O)C1(CC(C2=C(C1)C(=C3C(=C2O)C(=O)C4=C(C3=O)C=CC=C4OC)O)OC5CC(C(C(O5)C)O)NC(=O)C(F)(F)F)O. Cell line: HCT-15. Synergy scores: CSS=0.228, Synergy_ZIP=-1.01, Synergy_Bliss=-4.24, Synergy_Loewe=-3.97, Synergy_HSA=-4.26. (3) Synergy scores: CSS=70.4, Synergy_ZIP=0.397, Synergy_Bliss=0.977, Synergy_Loewe=-33.2, Synergy_HSA=2.85. Drug 1: C1=CN(C(=O)N=C1N)C2C(C(C(O2)CO)O)O.Cl. Cell line: ACHN. Drug 2: C(CC(=O)O)C(=O)CN.Cl.